The task is: Predict which catalyst facilitates the given reaction.. This data is from Catalyst prediction with 721,799 reactions and 888 catalyst types from USPTO. (1) Reactant: Cl[CH2:2][CH2:3][CH2:4][CH2:5][CH2:6][N:7]1[C:19]2[C:18]3[CH:17]=[CH:16][CH:15]=[CH:14][C:13]=3[N:12]=[C:11]([NH2:20])[C:10]=2[N:9]=[C:8]1[CH2:21][CH2:22][CH3:23].[CH3:24][S-:25].[Na+].O. Product: [CH3:24][S:25][CH2:2][CH2:3][CH2:4][CH2:5][CH2:6][N:7]1[C:19]2[C:18]3[CH:17]=[CH:16][CH:15]=[CH:14][C:13]=3[N:12]=[C:11]([NH2:20])[C:10]=2[N:9]=[C:8]1[CH2:21][CH2:22][CH3:23]. The catalyst class is: 9. (2) Reactant: [OH:1][CH:2]([C:6]1[C:7]2[N:8]([N:14]=[C:15]([C:17]([F:20])([F:19])[F:18])[CH:16]=2)[C:9]([O:12][CH3:13])=[CH:10][CH:11]=1)[CH2:3][CH2:4][CH3:5]. Product: [C:2]([C:6]1[C:7]2[N:8]([N:14]=[C:15]([C:17]([F:19])([F:20])[F:18])[CH:16]=2)[C:9]([O:12][CH3:13])=[CH:10][CH:11]=1)(=[O:1])[CH2:3][CH2:4][CH3:5]. The catalyst class is: 327. (3) Reactant: [F:1][C:2]1[CH:10]=[CH:9][C:8]([CH:11]([OH:13])[CH3:12])=[CH:7][C:3]=1[C:4]([OH:6])=O.[C:14]([O:18][C:19]([N:21]1[CH2:27][CH2:26][CH2:25][NH:24][CH2:23][CH2:22]1)=[O:20])([CH3:17])([CH3:16])[CH3:15].C(N(CC)CC)C. Product: [C:14]([O:18][C:19]([N:21]1[CH2:27][CH2:26][CH2:25][N:24]([C:4](=[O:6])[C:3]2[CH:7]=[C:8]([CH:11]([OH:13])[CH3:12])[CH:9]=[CH:10][C:2]=2[F:1])[CH2:23][CH2:22]1)=[O:20])([CH3:17])([CH3:15])[CH3:16]. The catalyst class is: 2. (4) Reactant: [CH:1]([N:4]1[CH2:9][CH2:8][C:7](=[O:10])[CH2:6][CH2:5]1)([CH3:3])[CH3:2].[BH4-].[Na+]. Product: [CH:1]([N:4]1[CH2:9][CH2:8][CH:7]([OH:10])[CH2:6][CH2:5]1)([CH3:3])[CH3:2]. The catalyst class is: 8. (5) Reactant: [C:1]([NH:4][C:5]1[CH:10]=[CH:9][CH:8]=[CH:7][CH:6]=1)(=[O:3])[CH3:2].I[C:12]1[CH:17]=[CH:16][C:15]([C:18]2[CH:23]=[CH:22][C:21]([I:24])=[CH:20][CH:19]=2)=[CH:14][CH:13]=1.C(=O)([O-])[O-].[K+].[K+].[N+](C1C=CC=CC=1)([O-])=O. Product: [I:24][C:21]1[CH:22]=[CH:23][C:18]([C:15]2[CH:16]=[CH:17][C:12]([N:4]([C:1](=[O:3])[CH3:2])[C:5]3[CH:10]=[CH:9][CH:8]=[CH:7][CH:6]=3)=[CH:13][CH:14]=2)=[CH:19][CH:20]=1. The catalyst class is: 536.